This data is from Forward reaction prediction with 1.9M reactions from USPTO patents (1976-2016). The task is: Predict the product of the given reaction. Given the reactants [I:1][C:2]1[CH:3]=[N:4][NH:5][CH:6]=1.C([O-])([O-])=O.[Cs+].[Cs+].[F:13][C:14]([F:23])([F:22])[C:15]1[CH:16]=[CH:17][C:18](Cl)=[N:19][CH:20]=1, predict the reaction product. The product is: [I:1][C:2]1[CH:3]=[N:4][N:5]([C:18]2[CH:17]=[CH:16][C:15]([C:14]([F:23])([F:22])[F:13])=[CH:20][N:19]=2)[CH:6]=1.